From a dataset of Catalyst prediction with 721,799 reactions and 888 catalyst types from USPTO. Predict which catalyst facilitates the given reaction. Reactant: [C:1]([C@@H:5]1[CH2:10][CH2:9][C@H:8]([OH:11])[CH2:7][CH2:6]1)([CH3:4])([CH3:3])[CH3:2].[H-].[Na+].Cl[S:15]([N:18]=C=O)(=[O:17])=[O:16].C(O)=O. Product: [S:15](=[O:17])(=[O:16])([O:11][C@H:8]1[CH2:7][CH2:6][C@@H:5]([C:1]([CH3:4])([CH3:2])[CH3:3])[CH2:10][CH2:9]1)[NH2:18]. The catalyst class is: 705.